This data is from Full USPTO retrosynthesis dataset with 1.9M reactions from patents (1976-2016). The task is: Predict the reactants needed to synthesize the given product. (1) The reactants are: [OH:1][C@H:2]([CH2:11][C@H:12]([OH:15])[CH2:13][OH:14])[CH2:3][C:4]([O:6][C:7]([CH3:10])([CH3:9])[CH3:8])=[O:5].C([CH2:18][C:19]([O-])=[O:20])=C. Given the product [C:19]([O:14][CH2:13][C@@H:12]([OH:15])[CH2:11][C@@H:2]([OH:1])[CH2:3][C:4]([O:6][C:7]([CH3:10])([CH3:8])[CH3:9])=[O:5])(=[O:20])[CH3:18], predict the reactants needed to synthesize it. (2) The reactants are: [NH2:1][CH2:2][C@H:3]([OH:18])[CH2:4][N:5]1[CH2:10][CH2:9][N:8]([C:11]([O:13][C:14]([CH3:17])([CH3:16])[CH3:15])=[O:12])[CH2:7][CH2:6]1.C(=O)([O-])[O-].[K+].[K+].[CH2:25](Br)[C:26]1[CH:31]=[CH:30][CH:29]=[CH:28][CH:27]=1. Given the product [CH2:25]([N:1]([CH2:25][C:26]1[CH:31]=[CH:30][CH:29]=[CH:28][CH:27]=1)[CH2:2][C@H:3]([OH:18])[CH2:4][N:5]1[CH2:10][CH2:9][N:8]([C:11]([O:13][C:14]([CH3:15])([CH3:17])[CH3:16])=[O:12])[CH2:7][CH2:6]1)[C:26]1[CH:31]=[CH:30][CH:29]=[CH:28][CH:27]=1, predict the reactants needed to synthesize it. (3) Given the product [CH2:38]([O:37][C:30](=[O:36])[CH2:31][CH2:32][CH2:33][CH2:34][CH2:35][C:13]12[CH2:14][CH2:15][CH2:16][CH2:17][C:12]1([CH2:18][C:19]1[CH:20]=[CH:21][C:22]([C:23]#[N:24])=[CH:25][CH:26]=1)[NH:11][C:10](=[O:27])[N:9]2[C:4]1[CH:5]=[C:6]([Cl:8])[CH:7]=[C:2]([Cl:1])[CH:3]=1)[CH3:39], predict the reactants needed to synthesize it. The reactants are: [Cl:1][C:2]1[CH:3]=[C:4]([N:9]2[C:13]3=[CH:14][CH2:15][CH2:16][CH2:17][C:12]3([CH2:18][C:19]3[CH:26]=[CH:25][C:22]([C:23]#[N:24])=[CH:21][CH:20]=3)[NH:11][C:10]2=[O:27])[CH:5]=[C:6]([Cl:8])[CH:7]=1.[H-].[Na+].[C:30]([O:37][CH2:38][CH3:39])(=[O:36])[CH2:31][CH2:32][CH2:33][CH2:34][CH3:35].